The task is: Predict the reaction yield, written as a fraction of the theoretical maximum amount of product (1.0 means a 100% yield; for example, 0.34 means a 34% yield).. This data is from Reaction yield outcomes from USPTO patents with 853,638 reactions. (1) The reactants are C([SiH](CC)CC)C.FC(F)(F)C(O)=O.[CH3:15][N:16]([C:29]1[S:30][C:31]([C:34]2[CH:35]=[N:36][CH:37]=[CH:38][CH:39]=2)=[N:32][N:33]=1)[C:17](=[O:28])[CH2:18][CH2:19][NH:20]C(=O)OC(C)(C)C. The catalyst is ClCCl. The product is [NH2:20][CH2:19][CH2:18][C:17]([N:16]([CH3:15])[C:29]1[S:30][C:31]([C:34]2[CH:35]=[N:36][CH:37]=[CH:38][CH:39]=2)=[N:32][N:33]=1)=[O:28]. The yield is 0.490. (2) The reactants are [Br:1][C:2]1[S:3][C:4](Br)=[CH:5][CH:6]=1.[NH:8]1[C:16]2[C:11](=[CH:12][C:13](B(O)O)=[CH:14][CH:15]=2)[CH:10]=[CH:9]1. No catalyst specified. The product is [Br:1][C:2]1[S:3][C:4]([C:13]2[CH:12]=[C:11]3[C:16](=[CH:15][CH:14]=2)[NH:8][CH:9]=[CH:10]3)=[CH:5][CH:6]=1. The yield is 0.510. (3) The reactants are [Br-:1].[CH2:2]([N+:4]1[C:13]2[C:8](=[CH:9][CH:10]=[CH:11][CH:12]=2)[C:7]([CH3:14])=[CH:6][CH:5]=1)[CH3:3].[CH3:15][O:16][CH2:17][CH2:18][O:19][CH2:20][CH2:21][N:22]1[C:34]2[CH:33]=[CH:32][C:31]([CH:35]=O)=[CH:30][C:29]=2[C:28]2[C:23]1=[CH:24][CH:25]=[CH:26][CH:27]=2.N1CCCCC1. The catalyst is C(O)C. The product is [Br-:1].[CH2:2]([N+:4]1[C:13]2[C:8](=[CH:9][CH:10]=[CH:11][CH:12]=2)[C:7](/[CH:14]=[CH:35]/[C:31]2[CH:32]=[CH:33][C:34]3[N:22]([CH2:21][CH2:20][O:19][CH2:18][CH2:17][O:16][CH3:15])[C:23]4[C:28]([C:29]=3[CH:30]=2)=[CH:27][CH:26]=[CH:25][CH:24]=4)=[CH:6][CH:5]=1)[CH3:3]. The yield is 0.530. (4) The reactants are [CH3:1][O:2][C:3]([CH:5]([CH2:9][C:10]1[CH:15]=[CH:14][C:13]([O:16][CH2:17][CH2:18][O:19][C:20]2[CH:29]=[CH:28][C:27]3[C:22](=[CH:23][CH:24]=[CH:25][CH:26]=3)[CH:21]=2)=[CH:12][CH:11]=1)[C:6](O)=[O:7])=[O:4].S(Cl)(Cl)=O.[NH3:34]. The catalyst is C1C=CC=CC=1.C(OCC)(=O)C. The product is [C:6]([CH:5]([CH2:9][C:10]1[CH:15]=[CH:14][C:13]([O:16][CH2:17][CH2:18][O:19][C:20]2[CH:29]=[CH:28][C:27]3[C:22](=[CH:23][CH:24]=[CH:25][CH:26]=3)[CH:21]=2)=[CH:12][CH:11]=1)[C:3]([O:2][CH3:1])=[O:4])(=[O:7])[NH2:34]. The yield is 0.470. (5) The product is [C:20]([O:24][C:25]([NH:1][C:2]([C:5]1[CH:6]=[C:7]([CH:11]=[C:12]([C:14]([F:15])([F:16])[F:17])[CH:13]=1)[C:8]([OH:10])=[O:9])([CH3:4])[CH3:3])=[O:26])([CH3:23])([CH3:22])[CH3:21]. The catalyst is O1CCOCC1. The yield is 0.622. The reactants are [NH2:1][C:2]([C:5]1[CH:6]=[C:7]([CH:11]=[C:12]([C:14]([F:17])([F:16])[F:15])[CH:13]=1)[C:8]([OH:10])=[O:9])([CH3:4])[CH3:3].[OH-].[Na+].[C:20]([O:24][C:25](O[C:25]([O:24][C:20]([CH3:23])([CH3:22])[CH3:21])=[O:26])=[O:26])([CH3:23])([CH3:22])[CH3:21]. (6) The reactants are [CH3:1][O:2][CH:3]([O:7][CH3:8])[C:4](=[O:6])[CH3:5].[Br:9]Br.C(=O)(O)[O-].[Na+]. The catalyst is CO.C(#N)C.C(#N)C. The product is [Br:9][CH2:5][C:4](=[O:6])[CH:3]([O:7][CH3:8])[O:2][CH3:1]. The yield is 0.700. (7) The reactants are Br[CH:2]([C:14]1[CH:19]=[CH:18][CH:17]=[CH:16][CH:15]=1)[C:3]([C:5]1[C:13]2[C:8](=[CH:9][CH:10]=[CH:11][CH:12]=2)[NH:7][CH:6]=1)=[O:4].[NH2:20][C:21]1[CH:22]=[C:23]([CH:29]=[C:30]([O:32][CH3:33])[CH:31]=1)[O:24][CH2:25][CH2:26][CH2:27][OH:28].C(N(CC)CC)C. The catalyst is C(#N)C.C(OCC)(=O)C. The product is [OH:28][CH2:27][CH2:26][CH2:25][O:24][C:23]1[CH:22]=[C:21]([NH:20][CH:2]([C:14]2[CH:19]=[CH:18][CH:17]=[CH:16][CH:15]=2)[C:3]([C:5]2[C:13]3[C:8](=[CH:9][CH:10]=[CH:11][CH:12]=3)[NH:7][CH:6]=2)=[O:4])[CH:31]=[C:30]([O:32][CH3:33])[CH:29]=1. The yield is 0.260. (8) The reactants are [C:1]([CH2:3][C:4]([OH:6])=O)#[N:2].[N:7]1([CH2:13][C:14]2[CH:28]=[CH:27][C:17]3[NH:18][C:19]([C:21]4[C:25]([NH2:26])=[CH:24][NH:23][N:22]=4)=[N:20][C:16]=3[CH:15]=2)[CH2:12][CH2:11][O:10][CH2:9][CH2:8]1.CN(C(ON1N=NC2C=CC=CC1=2)=[N+](C)C)C.[B-](F)(F)(F)F. The catalyst is CN(C=O)C. The product is [C:1]([CH2:3][C:4]([NH:26][C:25]1[C:21]([C:19]2[NH:18][C:17]3[CH:27]=[CH:28][C:14]([CH2:13][N:7]4[CH2:8][CH2:9][O:10][CH2:11][CH2:12]4)=[CH:15][C:16]=3[N:20]=2)=[N:22][NH:23][CH:24]=1)=[O:6])#[N:2]. The yield is 0.770. (9) The reactants are [Cl:1][C:2]1[CH:3]=[C:4]([CH:7]=[CH:8][C:9]=1[OH:10])[CH:5]=[O:6].C([O-])([O-])=O.[K+].[K+].[CH:17](=O)[C:18]1C=CC=CC=1.[O-:25][Mn](=O)(=O)=O.[K+]. The catalyst is O.O1CCOCC1.O. The product is [Cl:1][C:2]1[CH:3]=[C:4]([CH:7]=[CH:8][C:9]=1[O:10][CH2:17][CH3:18])[C:5]([OH:25])=[O:6]. The yield is 0.830. (10) The reactants are [CH:1]1[C:10]2[C:5](=[CH:6][CH:7]=[CH:8][CH:9]=2)[CH:4]=[CH:3][C:2]=1[C:11]1[CH:16]=[CH:15][C:14]([C:17]2[C:18]3[C:23]([CH:24]=[C:25]4[C:30]=2[CH:29]=[CH:28][CH:27]=[CH:26]4)=[CH:22][CH:21]=[CH:20][CH:19]=3)=[CH:13][CH:12]=1.[Br:31]N1C(=O)CCC1=O.O. The catalyst is CN(C)C=O. The product is [Br:31][C:24]1[C:25]2[C:30]([C:17]([C:14]3[CH:15]=[CH:16][C:11]([C:2]4[CH:3]=[CH:4][C:5]5[C:10](=[CH:9][CH:8]=[CH:7][CH:6]=5)[CH:1]=4)=[CH:12][CH:13]=3)=[C:18]3[C:23]=1[CH:22]=[CH:21][CH:20]=[CH:19]3)=[CH:29][CH:28]=[CH:27][CH:26]=2. The yield is 0.990.